Dataset: Reaction yield outcomes from USPTO patents with 853,638 reactions. Task: Predict the reaction yield, written as a fraction of the theoretical maximum amount of product (1.0 means a 100% yield; for example, 0.34 means a 34% yield). (1) The reactants are C[O:2][C:3]1[C:8]2[NH:9][C:10]([C:12]3[S:13][CH:14]=[CH:15][CH:16]=3)=[N:11][C:7]=2[C:6]([C:17]([NH:19][CH:20]2[CH2:24][CH2:23][N:22](C(OC(C)(C)C)=O)[CH2:21]2)=[O:18])=[CH:5][CH:4]=1.B(Br)(Br)Br. No catalyst specified. The product is [OH:2][C:3]1[C:8]2[NH:9][C:10]([C:12]3[S:13][CH:14]=[CH:15][CH:16]=3)=[N:11][C:7]=2[C:6]([C:17]([NH:19][CH:20]2[CH2:24][CH2:23][NH:22][CH2:21]2)=[O:18])=[CH:5][CH:4]=1. The yield is 0.630. (2) The reactants are [OH-].[Na+].[CH:3]12[CH2:12][CH:7]3[CH2:8][CH:9]([CH2:11][CH:5]([CH2:6]3)[CH:4]1[NH:13][C:14]([C:16]1[CH:17]=[N:18][N:19]([C:25]3[CH:35]=[CH:34][C:28]([C:29]([O:31]CC)=[O:30])=[CH:27][C:26]=3[CH3:36])[C:20]=1[C:21]([CH3:24])([CH3:23])[CH3:22])=[O:15])[CH2:10]2. The catalyst is CO. The product is [CH:3]12[CH2:10][CH:9]3[CH2:8][CH:7]([CH2:6][CH:5]([CH2:11]3)[CH:4]1[NH:13][C:14]([C:16]1[CH:17]=[N:18][N:19]([C:25]3[CH:35]=[CH:34][C:28]([C:29]([OH:31])=[O:30])=[CH:27][C:26]=3[CH3:36])[C:20]=1[C:21]([CH3:23])([CH3:24])[CH3:22])=[O:15])[CH2:12]2. The yield is 0.800.